This data is from Catalyst prediction with 721,799 reactions and 888 catalyst types from USPTO. The task is: Predict which catalyst facilitates the given reaction. (1) Reactant: Cl.[CH:2]1([NH:8][C:9]2[NH:14][C:13](=[O:15])[CH:12]=[C:11]([C:16]3[C:24]4[C:19](=[N:20][CH:21]=[CH:22][CH:23]=4)[NH:18][CH:17]=3)[N:10]=2)[CH2:7][CH2:6][CH2:5][CH2:4][CH2:3]1.N. Product: [CH:2]1([NH:8][C:9]2[NH:14][C:13](=[O:15])[CH:12]=[C:11]([C:16]3[C:24]4[C:19](=[N:20][CH:21]=[CH:22][CH:23]=4)[NH:18][CH:17]=3)[N:10]=2)[CH2:3][CH2:4][CH2:5][CH2:6][CH2:7]1. The catalyst class is: 5. (2) Reactant: F[C:2]1[CH:7]=[CH:6][C:5]([N+:8]([O-])=O)=[CH:4][C:3]=1[C:11]([F:14])([F:13])[F:12].[NH:15]1[CH2:20][CH2:19][O:18][CH2:17][CH2:16]1. Product: [N:15]1([C:2]2[CH:7]=[CH:6][C:5]([NH2:8])=[CH:4][C:3]=2[C:11]([F:14])([F:13])[F:12])[CH2:20][CH2:19][O:18][CH2:17][CH2:16]1. The catalyst class is: 58. (3) Reactant: C[O:2][C:3](=O)[CH2:4][O:5][C:6]1[C:11]([O:12][CH3:13])=[CH:10][C:9]([CH:14]=[O:15])=[CH:8][C:7]=1[O:16][CH3:17].[H-].[H-].[H-].[H-].[Li+].[Al+3].O. Product: [OH:15][CH2:14][C:9]1[CH:10]=[C:11]([O:12][CH3:13])[C:6]([O:5][CH2:4][CH2:3][OH:2])=[C:7]([O:16][CH3:17])[CH:8]=1. The catalyst class is: 1.